This data is from NCI-60 drug combinations with 297,098 pairs across 59 cell lines. The task is: Regression. Given two drug SMILES strings and cell line genomic features, predict the synergy score measuring deviation from expected non-interaction effect. (1) Drug 1: CC12CCC(CC1=CCC3C2CCC4(C3CC=C4C5=CN=CC=C5)C)O. Drug 2: CC1OCC2C(O1)C(C(C(O2)OC3C4COC(=O)C4C(C5=CC6=C(C=C35)OCO6)C7=CC(=C(C(=C7)OC)O)OC)O)O. Cell line: NCI-H226. Synergy scores: CSS=16.0, Synergy_ZIP=-4.54, Synergy_Bliss=0.395, Synergy_Loewe=-3.15, Synergy_HSA=-0.00481. (2) Drug 1: C1=NC2=C(N=C(N=C2N1C3C(C(C(O3)CO)O)O)F)N. Drug 2: CC1C(C(CC(O1)OC2CC(CC3=C2C(=C4C(=C3O)C(=O)C5=C(C4=O)C(=CC=C5)OC)O)(C(=O)CO)O)N)O.Cl. Cell line: COLO 205. Synergy scores: CSS=29.1, Synergy_ZIP=-6.79, Synergy_Bliss=-2.35, Synergy_Loewe=-6.37, Synergy_HSA=-0.699. (3) Drug 1: CCC1=CC2CC(C3=C(CN(C2)C1)C4=CC=CC=C4N3)(C5=C(C=C6C(=C5)C78CCN9C7C(C=CC9)(C(C(C8N6C)(C(=O)OC)O)OC(=O)C)CC)OC)C(=O)OC.C(C(C(=O)O)O)(C(=O)O)O. Drug 2: CC1=C2C(C(=O)C3(C(CC4C(C3C(C(C2(C)C)(CC1OC(=O)C(C(C5=CC=CC=C5)NC(=O)OC(C)(C)C)O)O)OC(=O)C6=CC=CC=C6)(CO4)OC(=O)C)O)C)O. Cell line: UACC-257. Synergy scores: CSS=40.6, Synergy_ZIP=-8.35, Synergy_Bliss=0.191, Synergy_Loewe=-7.14, Synergy_HSA=3.54. (4) Drug 1: CN1C(=O)N2C=NC(=C2N=N1)C(=O)N. Drug 2: C1C(C(OC1N2C=NC(=NC2=O)N)CO)O. Cell line: KM12. Synergy scores: CSS=12.9, Synergy_ZIP=-3.92, Synergy_Bliss=-1.25, Synergy_Loewe=-8.85, Synergy_HSA=1.48. (5) Drug 1: CCCS(=O)(=O)NC1=C(C(=C(C=C1)F)C(=O)C2=CNC3=C2C=C(C=N3)C4=CC=C(C=C4)Cl)F. Drug 2: CC1=C(C=C(C=C1)C(=O)NC2=CC(=CC(=C2)C(F)(F)F)N3C=C(N=C3)C)NC4=NC=CC(=N4)C5=CN=CC=C5. Cell line: M14. Synergy scores: CSS=48.9, Synergy_ZIP=8.99, Synergy_Bliss=7.65, Synergy_Loewe=-6.47, Synergy_HSA=6.70.